From a dataset of Full USPTO retrosynthesis dataset with 1.9M reactions from patents (1976-2016). Predict the reactants needed to synthesize the given product. (1) Given the product [F:1][C:2]([F:38])([F:37])[C:3]1[CH:4]=[C:5]([C@H:13]2[O:17][C:16](=[O:18])[N:15]([CH2:19][C:20]3[C:21]([NH:27][CH:28]4[CH2:33][CH2:32][O:31][CH:30]([CH2:34][CH3:35])[CH2:29]4)=[N:22][CH:23]=[C:24]([N:39]4[CH2:43][CH2:42][CH2:41][CH2:40]4)[CH:25]=3)[C@H:14]2[CH3:36])[CH:6]=[C:7]([C:9]([F:12])([F:11])[F:10])[CH:8]=1, predict the reactants needed to synthesize it. The reactants are: [F:1][C:2]([F:38])([F:37])[C:3]1[CH:4]=[C:5]([C@H:13]2[O:17][C:16](=[O:18])[N:15]([CH2:19][C:20]3[C:21]([NH:27][CH:28]4[CH2:33][CH2:32][O:31][CH:30]([CH2:34][CH3:35])[CH2:29]4)=[N:22][CH:23]=[C:24](Br)[CH:25]=3)[C@H:14]2[CH3:36])[CH:6]=[C:7]([C:9]([F:12])([F:11])[F:10])[CH:8]=1.[NH:39]1[CH2:43][CH2:42][CH2:41][CH2:40]1.C1C=CC(P(C2C(C3C(P(C4C=CC=CC=4)C4C=CC=CC=4)=CC=C4C=3C=CC=C4)=C3C(C=CC=C3)=CC=2)C2C=CC=CC=2)=CC=1. (2) Given the product [Cl:1][C:2]1[CH:7]=[CH:6][CH:5]=[C:4]([F:8])[C:3]=1[CH2:9][S:10][C:63]1[N:70]2[C:66]([S:67][CH:68]=[C:69]2[C:71]2[CH:76]=[CH:75][CH:74]=[C:73]([Cl:77])[CH:72]=2)=[N:65][CH:64]=1, predict the reactants needed to synthesize it. The reactants are: [Cl:1][C:2]1[CH:7]=[CH:6][CH:5]=[C:4]([F:8])[C:3]=1[CH2:9][SH:10].C(N(C(C)C)CC)(C)C.CC1(C)C2C(=C(P(C3C=CC=CC=3)C3C=CC=CC=3)C=CC=2)OC2C(P(C3C=CC=CC=3)C3C=CC=CC=3)=CC=CC1=2.Br[C:63]1[N:70]2[C:66]([S:67][CH:68]=[C:69]2[C:71]2[CH:76]=[CH:75][CH:74]=[C:73]([Cl:77])[CH:72]=2)=[N:65][CH:64]=1.N#N.